Dataset: NCI-60 drug combinations with 297,098 pairs across 59 cell lines. Task: Regression. Given two drug SMILES strings and cell line genomic features, predict the synergy score measuring deviation from expected non-interaction effect. Drug 1: C1=C(C(=O)NC(=O)N1)F. Drug 2: CCC1(CC2CC(C3=C(CCN(C2)C1)C4=CC=CC=C4N3)(C5=C(C=C6C(=C5)C78CCN9C7C(C=CC9)(C(C(C8N6C)(C(=O)OC)O)OC(=O)C)CC)OC)C(=O)OC)O.OS(=O)(=O)O. Cell line: BT-549. Synergy scores: CSS=39.7, Synergy_ZIP=-10.4, Synergy_Bliss=-7.27, Synergy_Loewe=-4.86, Synergy_HSA=-3.00.